Predict the reactants needed to synthesize the given product. From a dataset of Full USPTO retrosynthesis dataset with 1.9M reactions from patents (1976-2016). (1) Given the product [CH3:30][CH:26]1[N:27]([S:9]([C:12]2[S:13][CH:14]=[CH:15][CH:16]=2)(=[O:11])=[O:10])[CH2:28][CH2:29][N:24]([C:22]([O:21][C:17]([CH3:18])([CH3:20])[CH3:19])=[O:23])[CH2:25]1, predict the reactants needed to synthesize it. The reactants are: C(N(CC)CC)C.Cl[S:9]([C:12]1[S:13][CH:14]=[CH:15][CH:16]=1)(=[O:11])=[O:10].[C:17]([O:21][C:22]([N:24]1[CH2:29][CH2:28][NH:27][CH:26]([CH3:30])[CH2:25]1)=[O:23])([CH3:20])([CH3:19])[CH3:18].CO.C(Cl)(Cl)Cl. (2) Given the product [Cl:12][C:9]1[CH:10]=[CH:11][CH:2]=[C:3]([CH:8]=1)[C:4]([NH:6][CH3:7])=[O:5], predict the reactants needed to synthesize it. The reactants are: N[C:2]1[CH:11]=[CH:10][C:9]([Cl:12])=[CH:8][C:3]=1[C:4]([NH:6][CH3:7])=[O:5].Cl. (3) Given the product [F:1][C:2]([F:7])([F:6])[C:3]([OH:5])=[O:4].[F:17][CH:15]1[CH2:14][NH:13][C@@H:12]([C:10]([N:9]([CH3:25])[CH3:8])=[O:11])[CH2:16]1, predict the reactants needed to synthesize it. The reactants are: [F:1][C:2]([F:7])([F:6])[C:3]([OH:5])=[O:4].[CH3:8][N:9]([CH3:25])[C:10]([C@H:12]1[CH2:16][CH:15]([F:17])[CH2:14][N:13]1C(OC(C)(C)C)=O)=[O:11]. (4) Given the product [C:20]([C:19]1[CH:18]=[CH:17][C:16]([C:4]2[CH:3]=[C:2]([NH:1][C:31](=[O:32])[CH3:30])[C:7]([CH3:8])=[N:6][C:5]=2[C:9]2[CH:10]=[CH:11][C:12]([CH3:15])=[CH:13][CH:14]=2)=[CH:23][CH:22]=1)#[N:21], predict the reactants needed to synthesize it. The reactants are: [NH2:1][C:2]1[CH:3]=[C:4]([C:16]2[CH:23]=[CH:22][C:19]([C:20]#[N:21])=[CH:18][CH:17]=2)[C:5]([C:9]2[CH:14]=[CH:13][C:12]([CH3:15])=[CH:11][CH:10]=2)=[N:6][C:7]=1[CH3:8].N1C=CC=CC=1.[CH3:30][C:31](OC(C)=O)=[O:32].C(=O)(O)[O-].[Na+]. (5) Given the product [NH2:22][C:21]1[C:16]2[C:15]([C:23]3[CH:24]=[CH:25][C:26]([O:29][C:30]4[CH:35]=[CH:34][CH:33]=[CH:32][CH:31]=4)=[CH:27][CH:28]=3)=[C:14]([F:37])[N:13]([C@@H:10]3[CH2:11][CH2:12][N:8]([C:6]([O:5][C:1]([CH3:4])([CH3:2])[CH3:3])=[O:7])[CH2:9]3)[C:17]=2[N:18]=[CH:19][N:20]=1, predict the reactants needed to synthesize it. The reactants are: [C:1]([O:5][C:6]([N:8]1[CH2:12][CH2:11][C@@H:10]([N:13]2[C:17]3[N:18]=[CH:19][N:20]=[C:21]([NH2:22])[C:16]=3[C:15]([C:23]3[CH:28]=[CH:27][C:26]([O:29][C:30]4[CH:35]=[CH:34][CH:33]=[CH:32][CH:31]=4)=[CH:25][CH:24]=3)=[CH:14]2)[CH2:9]1)=[O:7])([CH3:4])([CH3:3])[CH3:2].[B-](F)(F)(F)[F:37].[B-](F)(F)(F)F.C1[N+]2(CCl)CC[N+](F)(CC2)C1. (6) Given the product [NH:28]1[C:29]2[C:25](=[CH:24][C:23]([NH:22][C:19]3[CH:18]=[CH:17][N:16]=[C:15]4[CH:14]=[C:13]([C:6]5[CH:7]=[CH:8][C:3]([CH:1]=[O:2])=[CH:4][CH:5]=5)[S:21][C:20]=34)=[CH:31][CH:30]=2)[CH:26]=[CH:27]1, predict the reactants needed to synthesize it. The reactants are: [CH:1]([C:3]1[CH:8]=[CH:7][C:6](B(O)O)=[CH:5][CH:4]=1)=[O:2].Br[C:13]1[S:21][C:20]2[C:15](=[N:16][CH:17]=[CH:18][C:19]=2[NH:22][C:23]2[CH:24]=[C:25]3[C:29](=[CH:30][CH:31]=2)[NH:28][CH:27]=[CH:26]3)[CH:14]=1.